Dataset: Catalyst prediction with 721,799 reactions and 888 catalyst types from USPTO. Task: Predict which catalyst facilitates the given reaction. (1) Reactant: [I-].[CH3:2][S+](C)(C)=O.[H-].[Na+].[CH3:9][O:10][C:11]1[CH:25]=[CH:24][C:14]([C:15]([N:17]2[CH2:22][CH2:21][C:20](=[O:23])[CH2:19][CH2:18]2)=[O:16])=[CH:13][CH:12]=1. Product: [CH3:9][O:10][C:11]1[CH:12]=[CH:13][C:14]([C:15]([N:17]2[CH2:22][CH2:21][C:20]3([O:23][CH2:2]3)[CH2:19][CH2:18]2)=[O:16])=[CH:24][CH:25]=1. The catalyst class is: 16. (2) Reactant: [CH3:1][N:2]([CH2:13][C:14]1[N:18]([CH2:19][CH2:20][CH2:21][NH:22][CH2:23][CH2:24]C(C)C)[C:17]2[CH:28]=[CH:29][CH:30]=[CH:31][C:16]=2[N:15]=1)[CH:3]1[C:12]2[N:11]=[CH:10][CH:9]=[CH:8][C:7]=2[CH2:6][CH2:5][CH2:4]1.N[CH2:33]CCN1C2C=CC=CC=2N=C1CN(C)[C@@H]1C2N=CC=CC=2CCC1. Product: [CH3:1][N:2]([CH2:13][C:14]1[N:18]([CH2:19][CH2:20][CH2:21][NH:22][CH:23]([CH3:33])[CH3:24])[C:17]2[CH:28]=[CH:29][CH:30]=[CH:31][C:16]=2[N:15]=1)[C@@H:3]1[C:12]2[N:11]=[CH:10][CH:9]=[CH:8][C:7]=2[CH2:6][CH2:5][CH2:4]1. The catalyst class is: 21. (3) Product: [ClH:21].[F:20][C:2]([F:19])([F:1])[CH2:3][O:4][CH2:5][CH2:6][O:7][CH2:8][CH2:9][O:10][C:11]1[CH:16]=[CH:15][N:14]=[C:13]([S:17][CH2:22][C:23]2[NH:27][C:26]3[CH:28]=[CH:29][CH:30]=[CH:31][C:25]=3[N:24]=2)[C:12]=1[CH3:18]. The catalyst class is: 8. Reactant: [F:1][C:2]([F:20])([F:19])[CH2:3][O:4][CH2:5][CH2:6][O:7][CH2:8][CH2:9][O:10][C:11]1[CH:16]=[CH:15][NH:14][C:13](=[S:17])[C:12]=1[CH3:18].[Cl:21][CH2:22][C:23]1[NH:24][C:25]2[CH:31]=[CH:30][CH:29]=[CH:28][C:26]=2[N:27]=1.[OH-].[Na+]. (4) Reactant: [C:1]1([S:7]([C:10]2[CH:18]=[CH:17][C:16]3[N:15]([CH:19]([CH3:21])[CH3:20])[C:14]4[CH2:22][CH:23]5[NH:27][CH:26]([C:13]=4[C:12]=3[C:11]=2C(OC(C)(C)C)=O)[CH2:25][CH2:24]5)(=[O:9])=[O:8])[CH:6]=[CH:5][CH:4]=[CH:3][CH:2]=1.[ClH:35]. Product: [ClH:35].[C:1]1([S:7]([C:10]2[CH:11]=[C:12]3[C:16](=[CH:17][CH:18]=2)[N:15]([CH:19]([CH3:21])[CH3:20])[C:14]2[CH2:22][CH:23]4[NH:27][CH:26]([C:13]3=2)[CH2:25][CH2:24]4)(=[O:8])=[O:9])[CH:2]=[CH:3][CH:4]=[CH:5][CH:6]=1. The catalyst class is: 268.